From a dataset of hERG Central: cardiac toxicity at 1µM, 10µM, and general inhibition. Predict hERG channel inhibition at various concentrations. (1) The compound is Cc1oc(-c2ccc(Cl)cc2)nc1CN1CCC(C(=O)NCC2CCCO2)CC1. Results: hERG_inhib (hERG inhibition (general)): blocker. (2) The molecule is COc1ccc(CNc2nc3ccccc3n2CCN2CCOCC2)cc1. Results: hERG_inhib (hERG inhibition (general)): blocker. (3) Results: hERG_inhib (hERG inhibition (general)): blocker. The drug is CCCCCc1cc(=O)oc2c(C(CCN3CCCCC3)c3ccc(OC)cc3)c(OC)cc(OC)c12. (4) The drug is Cc1ccc2[nH]c(=O)c(CN(CCCN(C)C)C(=O)Nc3ccc(F)cc3)cc2c1. Results: hERG_inhib (hERG inhibition (general)): blocker. (5) The compound is NC(=O)C1CCN(CC(=O)Nc2cc(Cl)ccc2Oc2ccccc2)CC1. Results: hERG_inhib (hERG inhibition (general)): blocker. (6) The compound is COc1ccc(C(=O)Nc2ccnn2C2CCN(CCC(C)c3ccc(C)o3)CC2)cc1. Results: hERG_inhib (hERG inhibition (general)): blocker.